Dataset: Catalyst prediction with 721,799 reactions and 888 catalyst types from USPTO. Task: Predict which catalyst facilitates the given reaction. (1) Reactant: [CH3:1][O:2][C:3]1([CH3:31])[CH2:6][N:5]([C:7]([C:9]2[CH:18]=[CH:17][C:16]3[C:11](=[C:12]([C:19]4[CH:24]=[CH:23][C:22]([C:25]5[CH:26]=[N:27][N:28]([CH3:30])[CH:29]=5)=[CH:21][CH:20]=4)[CH:13]=[N:14][CH:15]=3)[N:10]=2)=[O:8])[CH2:4]1.ClC1C=C(C=CC=1)C(OO)=O.C([O-])(O)=O.[Na+].C1(C)C=CC(S(Cl)(=O)=O)=CC=1.C(C[NH2:62])O. Product: [NH2:62][C:15]1[N:14]=[CH:13][C:12]([C:19]2[CH:20]=[CH:21][C:22]([C:25]3[CH:26]=[N:27][N:28]([CH3:30])[CH:29]=3)=[CH:23][CH:24]=2)=[C:11]2[C:16]=1[CH:17]=[CH:18][C:9]([C:7]([N:5]1[CH2:6][C:3]([O:2][CH3:1])([CH3:31])[CH2:4]1)=[O:8])=[N:10]2. The catalyst class is: 34. (2) Reactant: [CH3:1][O:2][C:3]1[CH:12]=[C:11]2[C:6]([CH2:7][CH2:8][C:9](=O)[CH2:10]2)=[CH:5][CH:4]=1.[C:14]([O:18][C:19]([N:21]1[CH2:26][CH2:25][CH:24]([CH2:27][NH2:28])[CH2:23][CH2:22]1)=[O:20])([CH3:17])([CH3:16])[CH3:15].C(O[BH-](OC(=O)C)OC(=O)C)(=O)C.[Na+]. Product: [C:14]([O:18][C:19]([N:21]1[CH2:26][CH2:25][CH:24]([CH2:27][NH:28][CH:9]2[CH2:8][CH2:7][C:6]3[C:11](=[CH:12][C:3]([O:2][CH3:1])=[CH:4][CH:5]=3)[CH2:10]2)[CH2:23][CH2:22]1)=[O:20])([CH3:17])([CH3:16])[CH3:15]. The catalyst class is: 68.